This data is from Reaction yield outcomes from USPTO patents with 853,638 reactions. The task is: Predict the reaction yield, written as a fraction of the theoretical maximum amount of product (1.0 means a 100% yield; for example, 0.34 means a 34% yield). (1) The reactants are C(OC(=O)[N:7]([S:13]([C:16]1[CH:21]=[C:20]([F:22])[C:19]([O:23][C:24]2[CH:25]=[N:26][C:27](Cl)=[CH:28][C:29]=2[C:30]2[CH:31]=[N:32][CH:33]=[N:34][CH:35]=2)=[CH:18][C:17]=1[F:37])(=[O:15])=[O:14])[C:8]1[N:9]=[CH:10][S:11][CH:12]=1)(C)(C)C.[F:39][C:40]1[CH:41]=[C:42](B(O)O)[CH:43]=[CH:44][CH:45]=1.C([O-])([O-])=O.[Na+].[Na+].O. The catalyst is CN(C)C=O.C1C=CC([P]([Pd]([P](C2C=CC=CC=2)(C2C=CC=CC=2)C2C=CC=CC=2)([P](C2C=CC=CC=2)(C2C=CC=CC=2)C2C=CC=CC=2)[P](C2C=CC=CC=2)(C2C=CC=CC=2)C2C=CC=CC=2)(C2C=CC=CC=2)C2C=CC=CC=2)=CC=1. The product is [F:37][C:17]1[CH:18]=[C:19]([O:23][C:24]2[CH:25]=[N:26][C:27]([C:44]3[CH:43]=[CH:42][CH:41]=[C:40]([F:39])[CH:45]=3)=[CH:28][C:29]=2[C:30]2[CH:35]=[N:34][CH:33]=[N:32][CH:31]=2)[C:20]([F:22])=[CH:21][C:16]=1[S:13]([NH:7][C:8]1[N:9]=[CH:10][S:11][CH:12]=1)(=[O:14])=[O:15]. The yield is 0.270. (2) The product is [Cl:18][CH2:19][CH:20]([C:7]1[CH:9]=[CH:10][C:4]([N+:1]([O-:3])=[O:2])=[CH:5][CH:6]=1)[C:21]([NH2:13])=[O:22]. The yield is 0.810. The reactants are [N+:1]([C:4]1[CH:10]=[CH:9][C:7](N)=[CH:6][CH:5]=1)([O-:3])=[O:2].C([N:13](CC)CC)C.[Cl:18][CH2:19][CH2:20][C:21](Cl)=[O:22]. The catalyst is ClCCl. (3) The reactants are C([O:3][C:4](=O)/[C:5](/[O-])=[CH:6]/[C:7]([O:9]CC)=[O:8])C.[Na+].C(O)(=O)C.[CH:19](=[NH:21])[NH2:20].[OH-].[Na+]. The catalyst is O. The product is [OH:3][C:4]1[N:21]=[CH:19][N:20]=[C:6]([C:7]([OH:9])=[O:8])[CH:5]=1. The yield is 0.163. (4) The reactants are [CH3:1]N(C=O)C.[CH3:6][O:7][C:8]1[CH:13]=[CH:12][CH:11]=[CH:10][C:9]=1[C:14]1([CH3:30])[NH:18][C:17](=[O:19])[N:16]([CH2:20][C:21](=[O:28])[C:22]2[CH:27]=[CH:26][CH:25]=[CH:24][CH:23]=2)[C:15]1=[O:29].C([O-])([O-])=O.[K+].[K+].CI. The yield is 0.430. The product is [CH3:6][O:7][C:8]1[CH:13]=[CH:12][CH:11]=[CH:10][C:9]=1[C:14]1([CH3:30])[N:18]([CH3:1])[C:17](=[O:19])[N:16]([CH2:20][C:21](=[O:28])[C:22]2[CH:23]=[CH:24][CH:25]=[CH:26][CH:27]=2)[C:15]1=[O:29]. The catalyst is O. (5) The yield is 0.310. The reactants are [F:1][C:2]1([F:41])[O:6][C:5]2[CH:7]=[CH:8][C:9]([C:11]3([C:14]([NH:16][C:17]4[CH:18]=[C:19]5[C:23](=[CH:24][C:25]=4[F:26])[N:22]([CH2:27][C@@H:28]4[CH2:32][O:31]C(C)(C)[O:29]4)[C:21]([C:35]([CH3:40])([CH2:37][CH2:38][OH:39])[CH3:36])=[CH:20]5)=[O:15])[CH2:13][CH2:12]3)=[CH:10][C:4]=2[O:3]1.FC1(F)OC2C=CC(C3(C(NC4C=C5C(=CC=4F)NC(C(C)(CCO)C)=C5)=O)CC3)=CC=2O1.CC1C=CC(S(O)(=O)=O)=CC=1.O. The product is [F:41][C:2]1([F:1])[O:6][C:5]2[CH:7]=[CH:8][C:9]([C:11]3([C:14]([NH:16][C:17]4[CH:18]=[C:19]5[C:23](=[CH:24][C:25]=4[F:26])[N:22]([CH2:27][C@@H:28]([OH:29])[CH2:32][OH:31])[C:21]([C:35]([CH3:36])([CH2:37][CH2:38][OH:39])[CH3:40])=[CH:20]5)=[O:15])[CH2:12][CH2:13]3)=[CH:10][C:4]=2[O:3]1. The catalyst is CO.O.